Dataset: TCR-epitope binding with 47,182 pairs between 192 epitopes and 23,139 TCRs. Task: Binary Classification. Given a T-cell receptor sequence (or CDR3 region) and an epitope sequence, predict whether binding occurs between them. (1) The epitope is YLDAYNMMI. The TCR CDR3 sequence is CASSLGTDSNQPQHF. Result: 1 (the TCR binds to the epitope). (2) The epitope is RQLLFVVEV. The TCR CDR3 sequence is CASSLPTDTQYF. Result: 1 (the TCR binds to the epitope). (3) The epitope is FVDGVPFVV. Result: 1 (the TCR binds to the epitope). The TCR CDR3 sequence is CASSQDGYSPLHF. (4) The epitope is KLSYGIATV. The TCR CDR3 sequence is CSVDWEGLNTEAFF. Result: 0 (the TCR does not bind to the epitope). (5) The epitope is ALLADKFPV. The TCR CDR3 sequence is CASSLVVGPYEQYF. Result: 0 (the TCR does not bind to the epitope). (6) The epitope is YIFFASFYY. The TCR CDR3 sequence is CASSFHTNYGYTF. Result: 1 (the TCR binds to the epitope). (7) The epitope is TLIGDCATV. Result: 1 (the TCR binds to the epitope). The TCR CDR3 sequence is CASHEEYSTDTQYF. (8) The epitope is YLQPRTFLL. The TCR CDR3 sequence is CSARDRLAQNTGELFF. Result: 1 (the TCR binds to the epitope). (9) The epitope is FVDGVPFVV. The TCR CDR3 sequence is CASSQEGANEKLFF. Result: 1 (the TCR binds to the epitope).